From a dataset of Reaction yield outcomes from USPTO patents with 853,638 reactions. Predict the reaction yield, written as a fraction of the theoretical maximum amount of product (1.0 means a 100% yield; for example, 0.34 means a 34% yield). (1) The reactants are C[Al](C)C.[F:5][C:6]([F:10])([F:9])[CH2:7][NH2:8].C[O:12][C:13](=O)[C:14]1[CH:19]=[CH:18][C:17]([O:20][CH2:21][C:22]2[C:23]([C:28]3[CH:33]=[CH:32][CH:31]=[C:30]([F:34])[CH:29]=3)=[N:24][O:25][C:26]=2[CH3:27])=[N:16][CH:15]=1.O. The catalyst is O1CCOCC1. The product is [F:34][C:30]1[CH:29]=[C:28]([C:23]2[C:22]([CH2:21][O:20][C:17]3[CH:18]=[CH:19][C:14]([C:13]([NH:8][CH2:7][C:6]([F:10])([F:9])[F:5])=[O:12])=[CH:15][N:16]=3)=[C:26]([CH3:27])[O:25][N:24]=2)[CH:33]=[CH:32][CH:31]=1. The yield is 0.990. (2) The reactants are [NH2:1][C:2]1[CH:7]=[C:6]([O:8][C:9]2[C:14]([F:15])=[CH:13][C:12]([NH:16][C:17]([C:19]3[C:20](=[O:35])[N:21]([C:28]4[CH:33]=[CH:32][C:31]([F:34])=[CH:30][CH:29]=4)[CH:22]=[CH:23][C:24]=3[O:25][CH2:26][CH3:27])=[O:18])=[C:11]([F:36])[CH:10]=2)[CH:5]=[CH:4][N:3]=1.Cl[C:38]([O:40][C:41]([CH3:43])=[CH2:42])=[O:39]. The catalyst is N1C=CC=CC=1. The product is [CH2:26]([O:25][C:24]1[CH:23]=[CH:22][N:21]([C:28]2[CH:29]=[CH:30][C:31]([F:34])=[CH:32][CH:33]=2)[C:20](=[O:35])[C:19]=1[C:17]([NH:16][C:12]1[C:11]([F:36])=[CH:10][C:9]([O:8][C:6]2[CH:5]=[CH:4][N:3]=[C:2]([NH:1][C:38](=[O:39])[O:40][C:41]([CH3:43])=[CH2:42])[CH:7]=2)=[C:14]([F:15])[CH:13]=1)=[O:18])[CH3:27]. The yield is 1.00. (3) The yield is 0.220. The catalyst is O.ClCCCl. The product is [O:14]([C:21]1[CH:22]=[C:23]([NH:24][CH2:9][C:8]2[CH:11]=[CH:12][CH:13]=[C:6]([CH:1]3[CH2:5][CH2:4][CH2:3][CH2:2]3)[CH:7]=2)[CH:25]=[CH:26][CH:27]=1)[C:15]1[CH:16]=[CH:17][CH:18]=[CH:19][CH:20]=1. The reactants are [CH:1]1([C:6]2[CH:7]=[C:8]([CH:11]=[CH:12][CH:13]=2)[CH:9]=O)[CH2:5][CH2:4][CH2:3][CH2:2]1.[O:14]([C:21]1[CH:22]=[C:23]([CH:25]=[CH:26][CH:27]=1)[NH2:24])[C:15]1[CH:20]=[CH:19][CH:18]=[CH:17][CH:16]=1.[BH-](OC(C)=O)(OC(C)=O)OC(C)=O.[Na+].C(O)(=O)C. (4) The reactants are [CH2:1]([S:4][CH2:5][CH:6]=[CH2:7])[CH:2]=[CH2:3].[C:8]1([C:14]2[CH:19]=[CH:18][CH:17]=[CH:16][CH:15]=2)[CH:13]=[CH:12][CH:11]=[CH:10][CH:9]=1.C(N(CC)CC)C.[C:27](Cl)(=[O:30])[CH:28]=[CH2:29].[CH2:32]1[CH2:36][O:35]C[CH2:33]1. No catalyst specified. The product is [C:27]([OH:30])(=[O:35])[CH:28]=[CH2:29].[C:36]([OH:35])(=[O:30])[CH:32]=[CH2:33].[CH2:1]([S:4][CH2:5][CH:6]=[CH2:7])[CH:2]=[CH2:3].[C:8]1([C:14]2[CH:15]=[CH:16][CH:17]=[CH:18][CH:19]=2)[CH:13]=[CH:12][CH:11]=[CH:10][CH:9]=1. The yield is 0.420. (5) The reactants are [Cl:1][C:2]1[CH:3]=[C:4]([CH2:9][CH2:10][NH2:11])[CH:5]=[CH:6][C:7]=1[Cl:8].[CH:12](=O)[CH2:13][CH2:14][CH3:15]. No catalyst specified. The product is [Cl:1][C:2]1[CH:3]=[C:4]([CH:5]=[CH:6][C:7]=1[Cl:8])[CH2:9][CH2:10][NH:11][CH2:12][CH2:13][CH2:14][CH3:15]. The yield is 0.240. (6) The reactants are [CH2:1]([O:3][P:4]([CH2:9][C:10]1[CH:15]=[CH:14][C:13]([NH:16][C:17]2[N:22]=[C:21]([NH:23][C:24]3[CH:33]=[CH:32][C:31]([C@H:34]4[CH2:39][CH2:38][C@H:37]([C:40]([O:42]CC)=[O:41])[CH2:36][CH2:35]4)=[C:30]4[C:25]=3[C:26](=[O:46])[C:27]([CH3:45])=[CH:28][NH:29]4)[C:20]([C:47]([F:50])([F:49])[F:48])=[CH:19][N:18]=2)=[C:12]([O:51][CH3:52])[CH:11]=1)([O:6][CH2:7][CH3:8])=[O:5])[CH3:2].O.[OH-].[Li+]. The catalyst is C1COCC1.CO.O. The product is [CH2:7]([O:6][P:4]([CH2:9][C:10]1[CH:15]=[CH:14][C:13]([NH:16][C:17]2[N:22]=[C:21]([NH:23][C:24]3[CH:33]=[CH:32][C:31]([C@H:34]4[CH2:35][CH2:36][C@H:37]([C:40]([OH:42])=[O:41])[CH2:38][CH2:39]4)=[C:30]4[C:25]=3[C:26](=[O:46])[C:27]([CH3:45])=[CH:28][NH:29]4)[C:20]([C:47]([F:48])([F:50])[F:49])=[CH:19][N:18]=2)=[C:12]([O:51][CH3:52])[CH:11]=1)([O:3][CH2:1][CH3:2])=[O:5])[CH3:8]. The yield is 0.600. (7) The reactants are Br[C:2]1[CH:11]=[C:10]2[C:5]([CH:6]=[C:7]([NH:12][C:13]([CH:15]3[CH2:17][CH2:16]3)=[O:14])[N:8]=[CH:9]2)=[CH:4][CH:3]=1.[CH3:18][N:19]1[CH2:24][CH2:23][NH:22][CH2:21][CH2:20]1.CC(C1C=C(C(C)C)C(C2C=CC=CC=2P(C2CCCCC2)C2CCCCC2)=C(C(C)C)C=1)C.C(=O)([O-])[O-].[Cs+].[Cs+]. The catalyst is C([O-])(=O)C.[Pd+2].C([O-])(=O)C.CN(C)C(=O)C. The product is [CH3:18][N:19]1[CH2:24][CH2:23][N:22]([C:2]2[CH:11]=[C:10]3[C:5]([CH:6]=[C:7]([NH:12][C:13]([CH:15]4[CH2:17][CH2:16]4)=[O:14])[N:8]=[CH:9]3)=[CH:4][CH:3]=2)[CH2:21][CH2:20]1. The yield is 0.410. (8) The reactants are [F:1][C:2]1[CH:7]=[C:6]([I:8])[CH:5]=[CH:4][C:3]=1[NH:9][N:10]=[C:11]([C:16](=[O:20])[CH2:17][O:18][CH3:19])[C:12]([O:14][CH3:15])=[O:13].O.[CH3:22]OC(OC)N(C)C. No catalyst specified. The product is [F:1][C:2]1[CH:7]=[C:6]([I:8])[CH:5]=[CH:4][C:3]=1[N:9]1[CH:22]=[C:17]([O:18][CH3:19])[C:16](=[O:20])[C:11]([C:12]([O:14][CH3:15])=[O:13])=[N:10]1. The yield is 0.590.